From a dataset of Full USPTO retrosynthesis dataset with 1.9M reactions from patents (1976-2016). Predict the reactants needed to synthesize the given product. (1) Given the product [CH3:1][O:2][C:3]1[C:4]([N+:13]([O-:15])=[O:14])=[CH:5][C:6]2[S:10][C:9](=[O:11])[NH:8][C:7]=2[CH:12]=1, predict the reactants needed to synthesize it. The reactants are: [CH3:1][O:2][C:3]1[CH:4]=[CH:5][C:6]2[S:10][C:9](=[O:11])[NH:8][C:7]=2[CH:12]=1.[N+:13]([O-])([OH:15])=[O:14]. (2) Given the product [F:7][C:2]([C:3]1[O:4][N:11]=[C:10]([C:12]23[CH2:19][CH2:18][C:15]([C:20]4[N:24]([CH3:25])[C:23]([C:26]5[CH:31]=[CH:30][CH:29]=[CH:28][C:27]=5[C:32]([F:35])([F:34])[F:33])=[N:22][N:21]=4)([CH2:16][CH2:17]2)[CH2:14][CH2:13]3)[N:9]=1)([CH3:6])[CH3:1], predict the reactants needed to synthesize it. The reactants are: [CH3:1][C:2]([F:7])([CH3:6])[C:3](O)=[O:4].O[N:9]=[C:10]([C:12]12[CH2:19][CH2:18][C:15]([C:20]3[N:24]([CH3:25])[C:23]([C:26]4[CH:31]=[CH:30][CH:29]=[CH:28][C:27]=4[C:32]([F:35])([F:34])[F:33])=[N:22][N:21]=3)([CH2:16][CH2:17]1)[CH2:14][CH2:13]2)[NH2:11]. (3) The reactants are: Br[C:2]1[C:3]([C:12]([F:15])([F:14])[F:13])=[CH:4][C:5]([C:8]([F:11])([F:10])[F:9])=[N:6][CH:7]=1.C([Li])CCC.CCCCCC.[CH:27](=[N:30][S@:31]([C:33]([CH3:36])([CH3:35])[CH3:34])=[O:32])[CH2:28][CH3:29].[Cl-].[NH4+]. Given the product [F:13][C:12]([F:15])([F:14])[C:3]1[CH:4]=[C:5]([C:8]([F:11])([F:10])[F:9])[N:6]=[CH:7][C:2]=1[C@@H:27]([NH:30][S@:31]([C:33]([CH3:36])([CH3:35])[CH3:34])=[O:32])[CH2:28][CH3:29].[F:13][C:12]([F:15])([F:14])[C:3]1[CH:4]=[C:5]([C:8]([F:11])([F:10])[F:9])[N:6]=[CH:7][C:2]=1[C@H:27]([NH:30][S@:31]([C:33]([CH3:36])([CH3:35])[CH3:34])=[O:32])[CH2:28][CH3:29], predict the reactants needed to synthesize it. (4) Given the product [NH3:12].[NH2:31][C:15]1[N:14]=[C:13]2[C:18]([C:19]([NH:32][CH:33]([CH2:36][OH:37])[CH2:34][OH:35])=[N:20][C:11]([S:10][CH2:9][C:3]3[CH:4]=[CH:5][CH:6]=[C:7]([F:8])[C:2]=3[F:1])=[N:12]2)=[N:17][CH:16]=1, predict the reactants needed to synthesize it. The reactants are: [F:1][C:2]1[C:7]([F:8])=[CH:6][CH:5]=[CH:4][C:3]=1[CH2:9][S:10][C:11]1[N:20]=[C:19](SCC2C=CC=C(F)C=2F)[C:18]2[C:13](=[N:14][C:15]([NH2:31])=[CH:16][N:17]=2)[N:12]=1.[NH2:32][CH:33]([CH2:36][OH:37])[CH2:34][OH:35]. (5) Given the product [CH3:19][C:20]1[CH:21]=[C:22]([CH:30]=[CH:31][CH:32]=1)[CH2:23][C:24]1[CH:25]=[C:26]([NH:29][CH:8]=[C:9]2[C:17]3[C:12](=[CH:13][CH:14]=[CH:15][CH:16]=3)[NH:11][C:10]2=[O:18])[NH:27][N:28]=1, predict the reactants needed to synthesize it. The reactants are: NC1C=CNN=1.O/[CH:8]=[C:9]1\[C:10](=[O:18])[NH:11][C:12]2[C:17]\1=[CH:16][CH:15]=[CH:14][CH:13]=2.[CH3:19][C:20]1[CH:21]=[C:22]([CH:30]=[CH:31][CH:32]=1)[CH2:23][C:24]1[CH:25]=[C:26]([NH2:29])[NH:27][N:28]=1.